Task: Predict the reactants needed to synthesize the given product.. Dataset: Full USPTO retrosynthesis dataset with 1.9M reactions from patents (1976-2016) (1) Given the product [C:1]([O-:20])(=[O:19])[CH2:2][CH2:3][CH2:4][CH2:5][CH2:6][CH2:7][CH2:8][CH2:9][CH2:10][CH2:11][CH2:12][CH2:13][CH2:14][CH2:15][CH2:16][CH2:17][CH3:18].[Na+:43], predict the reactants needed to synthesize it. The reactants are: [C:1]([O-:20])(=[O:19])[CH2:2][CH2:3][CH2:4][CH2:5][CH2:6][CH2:7][CH2:8][CH2:9][CH2:10][CH2:11][CH2:12][CH2:13][CH2:14][CH2:15][CH2:16][CH2:17][CH3:18].[Ca+2].[C:1]([O-:20])(=[O:19])[CH2:2][CH2:3][CH2:4][CH2:5][CH2:6][CH2:7][CH2:8][CH2:9][CH2:10][CH2:11][CH2:12][CH2:13][CH2:14][CH2:15][CH2:16][CH2:17][CH3:18].[OH-].[Na+:43]. (2) Given the product [NH2:40][C:39]1[N:29]([C:24]2[CH:23]=[C:22]([CH:27]=[CH:26][C:25]=2[CH3:28])[C:21]([NH:20][CH:17]2[CH2:19][CH2:18]2)=[O:31])[N:30]=[CH:35][C:36]=1[C:37]#[N:38], predict the reactants needed to synthesize it. The reactants are: CCN(C(C)C)C(C)C.FC(F)(F)C(O)=O.[CH:17]1([NH:20][C:21](=[O:31])[C:22]2[CH:27]=[CH:26][C:25]([CH3:28])=[C:24]([NH:29][NH2:30])[CH:23]=2)[CH2:19][CH2:18]1.C(O[CH:35]=[C:36]([C:39]#[N:40])[C:37]#[N:38])C. (3) Given the product [CH3:18][CH:19]([CH2:22][CH3:23])[CH2:20][O:16][C:15](=[O:17])[C@H:11]([CH:12]([CH3:13])[CH3:14])[NH:10][C:8](=[O:9])[CH2:7][C:1]1[CH:2]=[CH:3][CH:4]=[CH:5][CH:6]=1, predict the reactants needed to synthesize it. The reactants are: [C:1]1([CH2:7][C:8]([NH:10][C@H:11]([C:15]([OH:17])=[O:16])[CH:12]([CH3:14])[CH3:13])=[O:9])[CH:6]=[CH:5][CH:4]=[CH:3][CH:2]=1.[CH3:18][CH:19]([CH2:22][CH3:23])[CH2:20]O. (4) Given the product [NH:1]1[C:9]2[C:4](=[CH:5][CH:6]=[CH:7][CH:8]=2)[C:3]([C:11]2[CH2:16][CH2:15][N:14]([C:17]([O:19][C:20]([CH3:23])([CH3:22])[CH3:21])=[O:18])[CH2:13][CH:12]=2)=[CH:2]1, predict the reactants needed to synthesize it. The reactants are: [NH:1]1[C:9]2[C:4](=[CH:5][CH:6]=[CH:7][CH:8]=2)[CH:3]=[CH:2]1.O=[C:11]1[CH2:16][CH2:15][N:14]([C:17]([O:19][C:20]([CH3:23])([CH3:22])[CH3:21])=[O:18])[CH2:13][CH2:12]1.[OH-].[K+]. (5) Given the product [Cl:13][C:14]1[CH:19]=[CH:18][C:17]([C:2](=[CH2:6])[CH2:3][CH2:4][OH:5])=[CH:16][CH:15]=1, predict the reactants needed to synthesize it. The reactants are: Br[C:2](=[CH2:6])[CH2:3][CH2:4][OH:5].C(=O)([O-])[O-].[K+].[K+].[Cl:13][C:14]1[CH:19]=[CH:18][C:17](B(O)O)=[CH:16][CH:15]=1.OO. (6) Given the product [CH3:1][C:2]1[C:3]([C:16]([O:18][CH3:19])=[O:17])=[N:4][CH:5]=[C:6]([O:8][C@H:9]([C:11]2[O:12][CH:13]=[CH:14][N:15]=2)[CH3:10])[N:7]=1, predict the reactants needed to synthesize it. The reactants are: [CH3:1][C:2]1[C:3]([C:16]([O:18][C:19](C)(C)C)=[O:17])=[N:4][CH:5]=[C:6]([O:8][C@H:9]([C:11]2[O:12][CH:13]=[CH:14][N:15]=2)[CH3:10])[N:7]=1.C(O)(C(F)(F)F)=O.IC.C(=O)([O-])[O-].[K+].[K+]. (7) Given the product [C:5]([O:9][C:10]([NH:12][CH2:13][CH2:14][O:15][CH2:16][CH2:17][N:1]=[N+:2]=[N-:3])=[O:11])([CH3:8])([CH3:7])[CH3:6], predict the reactants needed to synthesize it. The reactants are: [N-:1]=[N+:2]=[N-:3].[Na+].[C:5]([O:9][C:10]([NH:12][CH2:13][CH2:14][O:15][CH2:16][CH:17]=S(=O)=O)=[O:11])([CH3:8])([CH3:7])[CH3:6].O.